From a dataset of Full USPTO retrosynthesis dataset with 1.9M reactions from patents (1976-2016). Predict the reactants needed to synthesize the given product. (1) Given the product [N:79]([CH2:43][C@@H:42]1[CH2:41][C:40]2[C:35](=[CH:36][CH:37]=[CH:38][CH:39]=2)[CH2:34][N:33]1[C:31]([C:22]1[CH:23]=[C:24]([CH:29]=[CH:30][C:21]=1[C:10]1[N:11]([CH3:13])[CH:12]=[C:8]([C:6](=[O:7])[N:5]([CH2:1][CH2:2][CH2:3][CH3:4])[CH2:45][CH2:46][CH2:47][CH3:48])[N:9]=1)[C:25]([O:27][CH3:28])=[O:26])=[O:32])=[N+:80]=[N-:81], predict the reactants needed to synthesize it. The reactants are: [CH2:1]([N:5]([CH2:45][CH2:46][CH2:47][CH3:48])[C:6]([C:8]1[N:9]=[C:10]([C:21]2[CH:30]=[CH:29][C:24]([C:25]([O:27][CH3:28])=[O:26])=[CH:23][C:22]=2[C:31]([N:33]2[C@H:42]([CH2:43]O)[CH2:41][C:40]3[C:35](=[CH:36][CH:37]=[CH:38][CH:39]=3)[CH2:34]2)=[O:32])[N:11]([CH2:13]CC2C=CC=CC=2)[CH:12]=1)=[O:7])[CH2:2][CH2:3][CH3:4].C(N(CCCC)C(C1N=C(C2C=CC(C(OC)=O)=CC=2C(O)=O)N(C)C=1)=O)CCC.[N:79](C[C@@H]1CC2C(=CC=CC=2)CN1)=[N+:80]=[N-:81]. (2) Given the product [Cl:1][C:2]1[CH:21]=[CH:20][C:19]([C:22]2[C:27]([NH:31][C:30]#[N:29])=[N:26][CH:25]=[CH:24][N:23]=2)=[CH:18][C:3]=1[C:4]([NH:6][CH2:7][C:8]12[CH2:15][CH:14]3[CH2:13][CH:12]([CH2:11][CH:10]([CH2:16]3)[CH2:9]1)[CH2:17]2)=[O:5], predict the reactants needed to synthesize it. The reactants are: [Cl:1][C:2]1[CH:21]=[CH:20][C:19]([C:22]2[C:27](Cl)=[N:26][CH:25]=[CH:24][N:23]=2)=[CH:18][C:3]=1[C:4]([NH:6][CH2:7][C:8]12[CH2:17][CH:12]3[CH2:13][CH:14]([CH2:16][CH:10]([CH2:11]3)[CH2:9]1)[CH2:15]2)=[O:5].[N:29]#[C:30][NH2:31].[Na]. (3) Given the product [CH2:34]([NH:36][C:4]([C:6]1[CH:10]=[C:9]([C:11]2[CH:16]=[C:15]([Br:17])[C:14]([O:18][CH2:19][C:20]3[CH:21]=[CH:22][CH:23]=[CH:24][CH:25]=3)=[CH:13][C:12]=2[O:26][CH2:27][C:28]2[CH:29]=[CH:30][CH:31]=[CH:32][CH:33]=2)[O:8][N:7]=1)=[O:3])[CH3:35], predict the reactants needed to synthesize it. The reactants are: C([O:3][C:4]([C:6]1[CH:10]=[C:9]([C:11]2[CH:16]=[C:15]([Br:17])[C:14]([O:18][CH2:19][C:20]3[CH:25]=[CH:24][CH:23]=[CH:22][CH:21]=3)=[CH:13][C:12]=2[O:26][CH2:27][C:28]2[CH:33]=[CH:32][CH:31]=[CH:30][CH:29]=2)[O:8][N:7]=1)=O)C.[CH2:34]([NH2:36])[CH3:35]. (4) Given the product [F:16][C:2]([F:1])([F:15])[CH2:3][N:4]1[CH2:9][CH2:8][CH:7]([C:10]([OH:12])=[O:11])[CH2:6][CH2:5]1, predict the reactants needed to synthesize it. The reactants are: [F:1][C:2]([F:16])([F:15])[CH2:3][N:4]1[CH2:9][CH2:8][CH:7]([C:10]([O:12]CC)=[O:11])[CH2:6][CH2:5]1.[OH-].[Na+].Cl. (5) Given the product [CH3:24][C:19]1[C:20]([C:21]([NH2:23])=[O:22])=[C:16]([NH:15][C:12](=[O:14])[CH2:11][C:6]2[CH:7]=[CH:8][CH:9]=[C:10]3[C:5]=2[N:4]=[CH:3][CH:2]=[N:1]3)[S:17][CH:18]=1, predict the reactants needed to synthesize it. The reactants are: [N:1]1[C:10]2[C:5](=[C:6]([CH2:11][C:12]([OH:14])=O)[CH:7]=[CH:8][CH:9]=2)[N:4]=[CH:3][CH:2]=1.[NH2:15][C:16]1[S:17][CH:18]=[C:19]([CH3:24])[C:20]=1[C:21]([NH2:23])=[O:22]. (6) Given the product [Cl:1][C:2]1[N:11]=[C:10]([NH:19][C:16]2[CH:15]=[C:14]([CH3:13])[NH:18][N:17]=2)[C:9]2[C:4](=[CH:5][CH:6]=[CH:7][CH:8]=2)[N:3]=1, predict the reactants needed to synthesize it. The reactants are: [Cl:1][C:2]1[N:11]=[C:10](Cl)[C:9]2[C:4](=[CH:5][CH:6]=[CH:7][CH:8]=2)[N:3]=1.[CH3:13][C:14]1[NH:18][N:17]=[C:16]([NH2:19])[CH:15]=1. (7) Given the product [C:1]([N:5]1[CH2:10][CH2:9][N:8]([C:11]2[C:20]3[C:15](=[CH:16][C:17]([Cl:21])=[CH:18][CH:19]=3)[CH:14]=[CH:13][N:12]=2)[CH2:7][CH:6]1[C:22]#[N:24])(=[O:4])[CH:2]=[CH2:3], predict the reactants needed to synthesize it. The reactants are: [C:1]([N:5]1[CH2:10][CH2:9][N:8]([C:11]2[C:20]3[C:15](=[CH:16][C:17]([Cl:21])=[CH:18][CH:19]=3)[CH:14]=[CH:13][N:12]=2)[CH2:7][CH:6]1[C:22]([NH2:24])=O)(=[O:4])[CH:2]=[CH2:3].C(N(CC)CC)C.FC(F)(F)C(OC(=O)C(F)(F)F)=O.O. (8) Given the product [F:1][C:2]1[CH:3]=[CH:4][C:5]([O:6][C:7]2[CH:8]=[CH:9][C:10]([S:13]([N:16]3[CH2:25][CH2:24][C:23]4[C:18](=[CH:19][CH:20]=[C:21]([O:26][CH2:73][CH2:72][CH2:71][N:68]5[CH2:69][CH2:70][N:65]([CH3:64])[CH2:66][CH2:67]5)[CH:22]=4)[CH:17]3[C:27]([O:29][CH3:30])=[O:28])(=[O:14])=[O:15])=[CH:11][CH:12]=2)=[CH:31][CH:32]=1, predict the reactants needed to synthesize it. The reactants are: [F:1][C:2]1[CH:32]=[CH:31][C:5]([O:6][C:7]2[CH:12]=[CH:11][C:10]([S:13]([N:16]3[CH2:25][CH2:24][C:23]4[C:18](=[CH:19][CH:20]=[C:21]([OH:26])[CH:22]=4)[CH:17]3[C:27]([O:29][CH3:30])=[O:28])(=[O:15])=[O:14])=[CH:9][CH:8]=2)=[CH:4][CH:3]=1.C1(P(C2C=CC=CC=2)C2C=CC=CC=2)C=CC=CC=1.CCOC(/N=N/C(OCC)=O)=O.[CH3:64][N:65]1[CH2:70][CH2:69][N:68]([CH2:71][CH2:72][CH2:73]O)[CH2:67][CH2:66]1. (9) Given the product [NH2:47][C:35]([C:32]1([NH:31][C:29](=[O:30])[C:25]2[CH:26]=[CH:27][CH:28]=[C:23]([N:17]3[C:18]4[C:14](=[C:13]([NH:12][CH2:11][C:10]([OH:42])([C:38]([F:39])([F:41])[F:40])[CH2:9][C:8]([C:6]5[CH:7]=[C:2]([F:1])[CH:3]=[CH:4][C:5]=5[O:45][CH3:46])([CH3:44])[CH3:43])[CH:21]=[C:20]([CH3:22])[CH:19]=4)[CH:15]=[N:16]3)[CH:24]=2)[CH2:34][CH2:33]1)=[O:36], predict the reactants needed to synthesize it. The reactants are: [F:1][C:2]1[CH:3]=[CH:4][C:5]([O:45][CH3:46])=[C:6]([C:8]([CH3:44])([CH3:43])[CH2:9][C:10]([OH:42])([C:38]([F:41])([F:40])[F:39])[CH2:11][NH:12][C:13]2[CH:21]=[C:20]([CH3:22])[CH:19]=[C:18]3[C:14]=2[CH:15]=[N:16][N:17]3[C:23]2[CH:24]=[C:25]([C:29]([NH:31][C:32]3([C:35](O)=[O:36])[CH2:34][CH2:33]3)=[O:30])[CH:26]=[CH:27][CH:28]=2)[CH:7]=1.[NH3:47].